This data is from Reaction yield outcomes from USPTO patents with 853,638 reactions. The task is: Predict the reaction yield, written as a fraction of the theoretical maximum amount of product (1.0 means a 100% yield; for example, 0.34 means a 34% yield). (1) The reactants are [C:1](/[C:3](=[C:7](/OCC)\[CH3:8])/[C:4](=[S:6])[NH2:5])#[N:2].[CH2:12]([NH2:15])[CH2:13][CH3:14]. The catalyst is C(O)C. The product is [C:1](/[C:3](=[C:7](/[NH:15][CH2:12][CH2:13][CH3:14])\[CH3:8])/[C:4](=[S:6])[NH2:5])#[N:2]. The yield is 0.790. (2) The product is [C:15]([C:11]1[CH:10]=[C:9]([NH:8][C:6]2[C:5]([F:17])=[CH:4][N:3]=[C:2]([NH:18][C:19]3[CH:24]=[CH:23][CH:22]=[C:21]([OH:25])[CH:20]=3)[N:7]=2)[CH:14]=[CH:13][CH:12]=1)#[N:16]. The reactants are Cl[C:2]1[N:7]=[C:6]([NH:8][C:9]2[CH:14]=[CH:13][CH:12]=[C:11]([C:15]#[N:16])[CH:10]=2)[C:5]([F:17])=[CH:4][N:3]=1.[NH2:18][C:19]1[CH:20]=[C:21]([OH:25])[CH:22]=[CH:23][CH:24]=1. The yield is 0.620. No catalyst specified.